Dataset: NCI-60 drug combinations with 297,098 pairs across 59 cell lines. Task: Regression. Given two drug SMILES strings and cell line genomic features, predict the synergy score measuring deviation from expected non-interaction effect. (1) Drug 1: C1CC(=O)NC(=O)C1N2C(=O)C3=CC=CC=C3C2=O. Drug 2: CC(C)NC(=O)C1=CC=C(C=C1)CNNC.Cl. Cell line: HCT-15. Synergy scores: CSS=1.16, Synergy_ZIP=-0.831, Synergy_Bliss=-0.367, Synergy_Loewe=-3.86, Synergy_HSA=-3.06. (2) Drug 1: CNC(=O)C1=NC=CC(=C1)OC2=CC=C(C=C2)NC(=O)NC3=CC(=C(C=C3)Cl)C(F)(F)F. Drug 2: C(CN)CNCCSP(=O)(O)O. Cell line: COLO 205. Synergy scores: CSS=15.0, Synergy_ZIP=-2.31, Synergy_Bliss=-3.90, Synergy_Loewe=-8.83, Synergy_HSA=-4.13. (3) Drug 1: CC1=C(C(CCC1)(C)C)C=CC(=CC=CC(=CC(=O)O)C)C. Drug 2: CC1C(C(CC(O1)OC2CC(CC3=C2C(=C4C(=C3O)C(=O)C5=CC=CC=C5C4=O)O)(C(=O)C)O)N)O. Cell line: PC-3. Synergy scores: CSS=45.7, Synergy_ZIP=-3.36, Synergy_Bliss=-5.20, Synergy_Loewe=-17.7, Synergy_HSA=-1.21.